Dataset: Full USPTO retrosynthesis dataset with 1.9M reactions from patents (1976-2016). Task: Predict the reactants needed to synthesize the given product. (1) Given the product [Cl:30][C:27]1[CH:28]=[CH:29][C:24]([CH:9]2[C:8]3[NH:4][C:5]([C:35]4[CH2:36][CH2:37][O:32][CH2:33][CH:34]=4)=[N:6][C:7]=3[C:11](=[O:12])[N:10]2[C:13]2[CH:14]=[C:15]([CH3:23])[C:16]3[N:17]([C:19]([CH3:22])=[N:20][N:21]=3)[CH:18]=2)=[CH:25][CH:26]=1, predict the reactants needed to synthesize it. The reactants are: C([N:4]1[C:8]2[CH:9]([C:24]3[CH:29]=[CH:28][C:27]([Cl:30])=[CH:26][CH:25]=3)[N:10]([C:13]3[CH:14]=[C:15]([CH3:23])[C:16]4[N:17]([C:19]([CH3:22])=[N:20][N:21]=4)[CH:18]=3)[C:11](=[O:12])[C:7]=2[N:6]=[C:5]1Br)C=C.[O:32]1[CH2:37][CH:36]=[C:35](B2OC(C)(C)C(C)(C)O2)[CH2:34][CH2:33]1. (2) Given the product [CH2:18]([C:15]1[CH:14]=[N:13][C:12]([N:8]2[CH2:9][CH2:10][C:5]3([O:4][CH2:3][CH2:2][O:1]3)[CH2:6][CH2:7]2)=[N:17][CH:16]=1)[CH3:19], predict the reactants needed to synthesize it. The reactants are: [O:1]1[C:5]2([CH2:10][CH2:9][NH:8][CH2:7][CH2:6]2)[O:4][CH2:3][CH2:2]1.Cl[C:12]1[N:17]=[CH:16][C:15]([CH2:18][CH3:19])=[CH:14][N:13]=1.CN(C)C=O.O1CCOCC1. (3) Given the product [F:13][C:14]([F:20])([C:21]1[CH:26]=[CH:25][CH:24]=[C:23]([CH:27]([CH3:28])[CH3:29])[CH:22]=1)[C:15](=[O:16])[CH2:1][P:2](=[O:7])([O:5][CH3:6])[O:3][CH3:4], predict the reactants needed to synthesize it. The reactants are: [CH3:1][P:2](=[O:7])([O:5][CH3:6])[O:3][CH3:4].[Li]CCCC.[F:13][C:14]([C:21]1[CH:26]=[CH:25][CH:24]=[C:23]([CH:27]([CH3:29])[CH3:28])[CH:22]=1)([F:20])[C:15](OCC)=[O:16]. (4) Given the product [OH:33][C@H:30]1[CH2:29][CH2:28][C@H:27]([O:26][C:8]2[C:9]([NH:12][C:13]3[C:14]4[C:21]([CH3:22])=[C:20]([C:23]([OH:25])=[O:24])[S:19][C:15]=4[N:16]=[CH:17][N:18]=3)=[CH:10][CH:11]=[CH:6][N:35]=2)[CH2:32][CH2:31]1, predict the reactants needed to synthesize it. The reactants are: C(Cl)CCl.F[C:6]1[CH:11]=[CH:10][C:9]([NH:12][C:13]2[C:14]3[C:21]([CH3:22])=[C:20]([C:23]([OH:25])=[O:24])[S:19][C:15]=3[N:16]=[CH:17][N:18]=2)=[C:8]([O:26][C@H:27]2[CH2:32][CH2:31][C@H:30]([OH:33])[CH2:29][CH2:28]2)C=1.O[N:35]1C(=O)CCC1=O. (5) Given the product [CH3:1][S:2]([CH2:3][CH2:4][N:5]1[C:9]2[CH:10]=[CH:11][CH:12]=[CH:13][C:8]=2[N:7]=[C:6]1[CH2:14][N:15]1[C:19]2[CH:20]=[CH:21][CH:22]=[CH:23][C:18]=2[N:17]=[N:16]1)(=[O:25])=[O:24], predict the reactants needed to synthesize it. The reactants are: [CH3:1][S:2][CH2:3][CH2:4][N:5]1[C:9]2[CH:10]=[CH:11][CH:12]=[CH:13][C:8]=2[N:7]=[C:6]1[CH2:14][N:15]1[C:19]2[CH:20]=[CH:21][CH:22]=[CH:23][C:18]=2[N:17]=[N:16]1.[OH2:24].[OH2:25].O.O.O.O.C1(=O)OOOOC(=O)C2=CC=CC=C12.[Mg]. (6) Given the product [CH3:1][O:2][C:3]1[CH:4]=[C:5]2[C:10](=[CH:11][C:12]=1[O:13][CH3:14])[N:9]=[CH:8][CH:7]=[C:6]2[O:15][C:16]1[CH:22]=[CH:21][C:19]([NH:20][C:41](=[O:47])[O:42][CH2:43][CH2:53][O:52][C:51]2[CH:56]=[CH:57][CH:58]=[CH:59][C:50]=2[F:49])=[CH:18][CH:17]=1, predict the reactants needed to synthesize it. The reactants are: [CH3:1][O:2][C:3]1[CH:4]=[C:5]2[C:10](=[CH:11][C:12]=1[O:13][CH3:14])[N:9]=[CH:8][CH:7]=[C:6]2[O:15][C:16]1[CH:22]=[CH:21][C:19]([NH2:20])=[CH:18][CH:17]=1.C1(C)C=CC=CC=1.C(N(CC)CC)C.ClC(Cl)(O[C:41](=[O:47])[O:42][C:43](Cl)(Cl)Cl)Cl.[F:49][C:50]1[CH:59]=[CH:58][CH:57]=[CH:56][C:51]=1[O:52][CH2:53]CO. (7) Given the product [Cl:1][C:2]1[CH:12]=[C:6]([C:7]([O:9][CH2:10][CH3:11])=[O:8])[CH:5]=[N:4][C:3]=1[C:17]1[CH:18]=[CH:19][C:20]([O:21][CH3:22])=[C:15]([F:14])[CH:16]=1, predict the reactants needed to synthesize it. The reactants are: [Cl:1][C:2]1[C:3](Cl)=[N:4][CH:5]=[C:6]([CH:12]=1)[C:7]([O:9][CH2:10][CH3:11])=[O:8].[F:14][C:15]1[CH:16]=[C:17](B(O)O)[CH:18]=[CH:19][C:20]=1[O:21][CH3:22].C(=O)([O-])[O-].[Cs+].[Cs+].